From a dataset of Forward reaction prediction with 1.9M reactions from USPTO patents (1976-2016). Predict the product of the given reaction. (1) Given the reactants [C:1]([O:5][C:6]([N:8]1[CH2:13][CH2:12][CH:11]([CH:14]([OH:26])[C:15]2[CH:20]=[CH:19][C:18]([O:21][C:22]([F:25])([F:24])[F:23])=[CH:17][CH:16]=2)[CH2:10][CH2:9]1)=[O:7])([CH3:4])([CH3:3])[CH3:2].C1C=C[NH+]=CC=1.[O-][Cr](Cl)(=O)=O, predict the reaction product. The product is: [C:1]([O:5][C:6]([N:8]1[CH2:9][CH2:10][CH:11]([C:14](=[O:26])[C:15]2[CH:16]=[CH:17][C:18]([O:21][C:22]([F:23])([F:24])[F:25])=[CH:19][CH:20]=2)[CH2:12][CH2:13]1)=[O:7])([CH3:4])([CH3:2])[CH3:3]. (2) Given the reactants [F:1][C:2]1[C:15]2[O:14][C:13]3[C:8](=[CH:9][C:10]([C:16]4[C:17]([F:22])=[N:18][CH:19]=[CH:20][CH:21]=4)=[CH:11][CH:12]=3)[C@@:7]3([CH2:26][O:25][C:24]([NH2:27])=[N:23]3)[C:6]=2[CH:5]=[C:4](/[CH:28]=[CH:29]/[C:30]2([CH3:34])[CH2:33][O:32][CH2:31]2)[CH:3]=1, predict the reaction product. The product is: [F:1][C:2]1[C:15]2[O:14][C:13]3[C:8](=[CH:9][C:10]([C:16]4[C:17]([F:22])=[N:18][CH:19]=[CH:20][CH:21]=4)=[CH:11][CH:12]=3)[C@@:7]3([CH2:26][O:25][C:24]([NH2:27])=[N:23]3)[C:6]=2[CH:5]=[C:4]([CH2:28][CH2:29][C:30]2([CH3:34])[CH2:31][O:32][CH2:33]2)[CH:3]=1.